This data is from NCI-60 drug combinations with 297,098 pairs across 59 cell lines. The task is: Regression. Given two drug SMILES strings and cell line genomic features, predict the synergy score measuring deviation from expected non-interaction effect. (1) Drug 1: CC1C(C(CC(O1)OC2CC(OC(C2O)C)OC3=CC4=CC5=C(C(=O)C(C(C5)C(C(=O)C(C(C)O)O)OC)OC6CC(C(C(O6)C)O)OC7CC(C(C(O7)C)O)OC8CC(C(C(O8)C)O)(C)O)C(=C4C(=C3C)O)O)O)O. Drug 2: COC1=NC(=NC2=C1N=CN2C3C(C(C(O3)CO)O)O)N. Cell line: MOLT-4. Synergy scores: CSS=60.6, Synergy_ZIP=-1.40, Synergy_Bliss=-2.10, Synergy_Loewe=-2.79, Synergy_HSA=-1.17. (2) Drug 1: CN(C)N=NC1=C(NC=N1)C(=O)N. Drug 2: COC1=C2C(=CC3=C1OC=C3)C=CC(=O)O2. Cell line: UO-31. Synergy scores: CSS=12.7, Synergy_ZIP=-4.61, Synergy_Bliss=0.812, Synergy_Loewe=-2.27, Synergy_HSA=-0.598. (3) Drug 1: CC1=CC=C(C=C1)C2=CC(=NN2C3=CC=C(C=C3)S(=O)(=O)N)C(F)(F)F. Synergy scores: CSS=15.3, Synergy_ZIP=-9.27, Synergy_Bliss=-1.10, Synergy_Loewe=-17.5, Synergy_HSA=-1.38. Cell line: SNB-75. Drug 2: C1CN1C2=NC(=NC(=N2)N3CC3)N4CC4.